This data is from Reaction yield outcomes from USPTO patents with 853,638 reactions. The task is: Predict the reaction yield, written as a fraction of the theoretical maximum amount of product (1.0 means a 100% yield; for example, 0.34 means a 34% yield). (1) The yield is 0.0200. The product is [Cl:1][C:2]1[C:7]([NH:8][S:9]([C:12]2[CH:13]=[CH:14][CH:15]=[CH:16][CH:17]=2)(=[O:10])=[O:11])=[CH:6][C:5]([C:18]2[CH:19]=[C:20]3[C:25](=[CH:26][CH:27]=2)[N:24]=[CH:23][C:22]([N:28]2[CH2:29][CH2:30][N:31]([S:42]([CH3:41])(=[O:44])=[O:43])[CH2:32][CH2:33]2)=[N:21]3)=[CH:4][N:3]=1. The reactants are [Cl:1][C:2]1[C:7]([NH:8][S:9]([C:12]2[CH:17]=[CH:16][CH:15]=[CH:14][CH:13]=2)(=[O:11])=[O:10])=[CH:6][C:5]([C:18]2[CH:19]=[C:20]3[C:25](=[CH:26][CH:27]=2)[N:24]=[CH:23][C:22]([N:28]2[CH2:33][CH2:32][NH:31][CH2:30][CH2:29]2)=[N:21]3)=[CH:4][N:3]=1.C(N(CC)CC)C.[CH3:41][S:42](Cl)(=[O:44])=[O:43]. The catalyst is ClCCl. (2) The reactants are C([N:4]1[C:12]2C[CH2:10][C:9]3[C:13]4[C:14](=[N:16][CH:17]=[N:18][C:19]=4[NH:20][C:21]4[CH:26]=[CH:25][C:24]([O:27][CH2:28][C:29]5[CH:34]=[CH:33][CH:32]=[C:31]([F:35])[CH:30]=5)=[C:23]([Cl:36])[CH:22]=4)[S:15][C:8]=3[C:7]=2C=N1)C=C.O.C[N+:39]1([O-])[CH2:44][CH2:43][O:42][CH2:41][CH2:40]1.S([O-])([O-])=O.[Na+].[Na+].C[C:53](C)=[O:54]. The catalyst is O.[Os](=O)(=O)(=O)=O. The product is [Cl:36][C:23]1[CH:22]=[C:21]([NH:20][C:19]2[C:13]3[C:9]4[CH2:10][CH2:43][C:44]5[N:39]([CH2:40][CH:41]([OH:42])[CH2:53][OH:54])[N:4]=[CH:12][C:7]=5[C:8]=4[S:15][C:14]=3[N:16]=[CH:17][N:18]=2)[CH:26]=[CH:25][C:24]=1[O:27][CH2:28][C:29]1[CH:34]=[CH:33][CH:32]=[C:31]([F:35])[CH:30]=1. The yield is 0.0890. (3) The reactants are [ClH:1].[CH3:2][N:3]1[CH2:8][CH2:7][N:6]([C:9]2[CH:14]=[CH:13][C:12]([NH:15][C:16]([NH2:18])=[NH:17])=[CH:11][CH:10]=2)[CH2:5][CH2:4]1.[OH-].[Na+].[CH:21](O)([CH3:23])[CH3:22]. No catalyst specified. The product is [Cl:1][C:22]1[N:6]=[CH:9][C:10]([C:11]2[CH:12]=[CH:13][N:18]=[C:16]([NH:15][C:12]3[CH:11]=[CH:10][C:9]([N:6]4[CH2:7][CH2:8][N:3]([CH3:2])[CH2:4][CH2:5]4)=[CH:14][CH:13]=3)[N:17]=2)=[CH:23][CH:21]=1. The yield is 0.330. (4) The reactants are Cl.N1C=CC=CC=1.[CH2:8]([N:12]1[CH:17]=[CH:16][CH:15]=[C:14]([O:18]C)[C:13]1=[S:20])[CH2:9][CH2:10][CH3:11].O. The catalyst is C(OCC)(=O)C. The product is [CH2:8]([N:12]1[CH:17]=[CH:16][CH:15]=[C:14]([OH:18])[C:13]1=[S:20])[CH2:9][CH2:10][CH3:11]. The yield is 0.780. (5) The reactants are [NH2:1][C:2]1[C:7]([CH2:8][C:9]2[CH:14]=[CH:13][CH:12]=[CH:11][CH:10]=2)=[N:6][C:5]([C:15]2[CH:20]=[CH:19][C:18]([OH:21])=[CH:17][CH:16]=2)=[CH:4][N:3]=1.[CH:22](Cl)(Cl)Cl.[C:26](Cl)(=[O:28])[CH3:27].[C:30](=[O:33])(O)[O-].[Na+]. The catalyst is N1C=CC=CC=1. The product is [C:26]([O:21][C:18]1[CH:17]=[CH:16][C:15]([C:5]2[N:6]=[C:7]([CH2:8][C:9]3[CH:10]=[CH:11][CH:12]=[CH:13][CH:14]=3)[C:2]([NH:1][C:30](=[O:33])[CH3:22])=[N:3][CH:4]=2)=[CH:20][CH:19]=1)(=[O:28])[CH3:27]. The yield is 0.578.